Task: Predict the reactants needed to synthesize the given product.. Dataset: Full USPTO retrosynthesis dataset with 1.9M reactions from patents (1976-2016) (1) Given the product [Br:9][C:10]1[CH:15]=[CH:14][C:13]([C:2]([F:8])([F:1])[O:34][C:31]2[CH:32]=[CH:33][C:28]([O:27][CH2:26][CH2:25][CH2:24][C:23]([F:35])([F:36])[F:22])=[CH:29][CH:30]=2)=[CH:12][CH:11]=1, predict the reactants needed to synthesize it. The reactants are: [F:1][C:2]([F:8])(F)S([O-])(=O)=O.[Br:9][C:10]1[CH:15]=[CH:14][C:13](C2SCCC[S+]=2)=[CH:12][CH:11]=1.[F:22][C:23]([F:36])([F:35])[CH2:24][CH2:25][CH2:26][O:27][C:28]1[CH:33]=[CH:32][C:31]([OH:34])=[CH:30][CH:29]=1.C(N(CC)CC)C.F.F.F.C(N(CC)CC)C.BrBr. (2) Given the product [ClH:1].[CH3:4][C:3]([NH:15][C@@H:16]1[CH2:20][C@H:19]([C:21]2[CH:26]=[CH:25][CH:24]=[C:23]([O:27][C:28]([F:31])([F:29])[F:30])[CH:22]=2)[N:18]([C:32]2[CH:39]=[CH:38][C:35]([C:36]#[N:37])=[CH:34][CH:33]=2)[C:17]1=[O:40])([C:5]1[CH:10]=[CH:9][CH:8]=[C:7]([C:11]([F:14])([F:12])[F:13])[N:6]=1)[CH3:2], predict the reactants needed to synthesize it. The reactants are: [ClH:1].[CH3:2][C:3]([NH:15][C@@H:16]1[CH2:20][C@H:19]([C:21]2[CH:26]=[CH:25][CH:24]=[C:23]([O:27][C:28]([F:31])([F:30])[F:29])[CH:22]=2)[N:18]([C:32]2[CH:39]=[CH:38][C:35]([C:36]#[N:37])=[CH:34][CH:33]=2)[C:17]1=[O:40])([C:5]1[CH:10]=[CH:9][CH:8]=[C:7]([C:11]([F:14])([F:13])[F:12])[N:6]=1)[CH3:4].C1CCCCC1. (3) The reactants are: [O:1]1[C:5]([C:6]2[C:14]3[C:9](=[CH:10][CH:11]=[C:12]([C:15]#[N:16])[CH:13]=3)[NH:8][N:7]=2)=[CH:4][C:3]2[CH:17]=[CH:18][CH:19]=[CH:20][C:2]1=2.C([Sn]([N:34]=[N+:35]=[N-:36])(CCCC)CCCC)CCC.O1CCOCC1.Cl. Given the product [N:16]1[NH:34][N:35]=[N:36][C:15]=1[C:12]1[CH:13]=[C:14]2[C:9](=[CH:10][CH:11]=1)[NH:8][N:7]=[C:6]2[C:5]1[O:1][C:2]2[CH:20]=[CH:19][CH:18]=[CH:17][C:3]=2[CH:4]=1, predict the reactants needed to synthesize it. (4) Given the product [Cl:1][C:2]1[N:3]([S:41]([C:35]2[CH:40]=[CH:39][CH:38]=[CH:37][CH:36]=2)(=[O:43])=[O:42])[C:4]([C:12]2[CH:17]=[CH:16][CH:15]=[CH:14][CH:13]=2)=[CH:5][C:6]=1[C:7]([O:9][CH2:10][CH3:11])=[O:8], predict the reactants needed to synthesize it. The reactants are: [Cl:1][C:2]1[NH:3][C:4]([C:12]2[CH:17]=[CH:16][CH:15]=[CH:14][CH:13]=2)=[CH:5][C:6]=1[C:7]([O:9][CH2:10][CH3:11])=[O:8].[H-].[Na+].C1OCCOCCOCCOCCOC1.[C:35]1([S:41](Cl)(=[O:43])=[O:42])[CH:40]=[CH:39][CH:38]=[CH:37][CH:36]=1. (5) Given the product [CH2:1]([C:5]1[CH:6]=[C:7]2[C:8]([CH2:13][CH2:12][C:11]2=[O:15])=[CH:9][CH:10]=1)[CH2:2][CH2:3][CH3:4], predict the reactants needed to synthesize it. The reactants are: [CH2:1]([C:5]1[CH:6]=[C:7]([C:11](=[O:15])[CH2:12][CH2:13]Cl)[CH:8]=[CH:9][CH:10]=1)[CH2:2][CH2:3][CH3:4]. (6) Given the product [C:1]12([CH2:11][NH:12][C:13]([C:15]3[N:20]4[CH:21]=[C:22]([CH2:24][N:25]5[CH2:29][CH2:28][C@@H:27]([NH2:30])[CH2:26]5)[N:23]=[C:19]4[CH:18]=[CH:17][CH:16]=3)=[O:14])[CH2:8][CH:7]3[CH2:9][CH:3]([CH2:4][CH:5]([CH2:6]3)[CH2:10]1)[CH2:2]2.[ClH:38], predict the reactants needed to synthesize it. The reactants are: [C:1]12([CH2:11][NH:12][C:13]([C:15]3[N:20]4[CH:21]=[C:22]([CH2:24][N:25]5[CH2:29][CH2:28][C@@H:27]([NH:30]C(=O)OC(C)(C)C)[CH2:26]5)[N:23]=[C:19]4[CH:18]=[CH:17][CH:16]=3)=[O:14])[CH2:10][CH:5]3[CH2:6][CH:7]([CH2:9][CH:3]([CH2:4]3)[CH2:2]1)[CH2:8]2.[ClH:38].O1C=COC=C1.